The task is: Predict the product of the given reaction.. This data is from Forward reaction prediction with 1.9M reactions from USPTO patents (1976-2016). (1) The product is: [N:23]1[C:24]2[C:29](=[N:28][CH:27]=[CH:26][CH:25]=2)[CH:30]=[CH:31][C:22]=1[NH:1][C@H:2]1[CH2:7][CH2:6][C@H:5]([N:8]2[C:12]3=[N:13][CH:14]=[CH:15][N:16]=[C:11]3[N:10]([CH:17]3[CH2:19][CH2:18]3)[C:9]2=[O:20])[CH2:4][CH2:3]1. Given the reactants [NH2:1][C@H:2]1[CH2:7][CH2:6][C@H:5]([N:8]2[C:12]3=[N:13][CH:14]=[CH:15][N:16]=[C:11]3[N:10]([CH:17]3[CH2:19][CH2:18]3)[C:9]2=[O:20])[CH2:4][CH2:3]1.Cl[C:22]1[CH:31]=[CH:30][C:29]2[C:24](=[CH:25][CH:26]=[CH:27][N:28]=2)[N:23]=1.C(N(C(C)C)CC)(C)C, predict the reaction product. (2) Given the reactants [C:1]([N:4]1[C:13]2[C:8](=[CH:9][C:10](Br)=[CH:11][CH:12]=2)[C@H:7]([NH:15][C:16](=[O:21])[O:17][CH:18]([CH3:20])[CH3:19])[CH2:6][C@@H:5]1[CH3:22])(=[O:3])[CH3:2].[CH3:23][C:24]([OH:41])([CH3:40])[CH2:25][N:26]1[CH:30]=[C:29](B2OC(C)(C)C(C)(C)O2)[CH:28]=[N:27]1.C([O-])([O-])=O.[K+].[K+].C(=O)=O, predict the reaction product. The product is: [C:1]([N:4]1[C:13]2[C:8](=[CH:9][C:10]([C:29]3[CH:28]=[N:27][N:26]([CH2:25][C:24]([OH:41])([CH3:40])[CH3:23])[CH:30]=3)=[CH:11][CH:12]=2)[C@H:7]([NH:15][C:16](=[O:21])[O:17][CH:18]([CH3:20])[CH3:19])[CH2:6][C@@H:5]1[CH3:22])(=[O:3])[CH3:2]. (3) Given the reactants Br[CH2:2][C:3]1[CH:8]=[C:7]([I:9])[CH:6]=[CH:5][N:4]=1.[NH:10]1[CH2:15][CH2:14][O:13][CH2:12][CH2:11]1, predict the reaction product. The product is: [I:9][C:7]1[CH:6]=[CH:5][N:4]=[C:3]([CH2:2][N:10]2[CH2:15][CH2:14][O:13][CH2:12][CH2:11]2)[CH:8]=1. (4) The product is: [Br:24][C:20]1[N:19]=[C:18]([CH2:17][N:8]2[C:9]3[C:14](=[CH:13][CH:12]=[CH:11][CH:10]=3)[C:15](=[O:16])[C:6]([C:4]([C:27]3[CH:32]=[N:31][C:30]([O:33][CH3:34])=[C:29]([CH3:35])[CH:28]=3)=[O:5])=[CH:7]2)[CH:23]=[CH:22][CH:21]=1. Given the reactants CON(C)[C:4]([C:6]1[C:15](=[O:16])[C:14]2[C:9](=[CH:10][CH:11]=[CH:12][CH:13]=2)[N:8]([CH2:17][C:18]2[CH:23]=[CH:22][CH:21]=[C:20]([Br:24])[N:19]=2)[CH:7]=1)=[O:5].I[C:27]1[CH:28]=[C:29]([CH3:35])[C:30]([O:33][CH3:34])=[N:31][CH:32]=1.C([Mg]Cl)(C)C, predict the reaction product. (5) Given the reactants [OH:1][C:2]([C:4]([F:7])([F:6])[F:5])=[O:3].C([N:15]1[CH2:24][CH2:23][C:22]2[C:17](=[N:18][C:19]([NH:40][CH2:41][CH:42]([F:44])[F:43])=[C:20]([N:25]3[CH2:30][CH2:29][CH:28]([O:31][C:32]4[CH:37]=[CH:36][C:35]([F:38])=[CH:34][C:33]=4[F:39])[CH2:27][CH2:26]3)[N:21]=2)[CH2:16]1)C1C=CC=CC=1, predict the reaction product. The product is: [F:44][CH:42]([F:43])[CH2:41][NH:40][C:19]1[N:18]=[C:17]2[CH2:16][NH:15][CH2:24][CH2:23][C:22]2=[N:21][C:20]=1[N:25]1[CH2:26][CH2:27][CH:28]([O:31][C:32]2[CH:37]=[CH:36][C:35]([F:38])=[CH:34][C:33]=2[F:39])[CH2:29][CH2:30]1.[C:2]([OH:3])([C:4]([F:7])([F:6])[F:5])=[O:1]. (6) Given the reactants COC1CCCC1.[C:8]([O:16][CH2:17][CH3:18])(=[O:15])[CH2:9][C:10]([O:12][CH2:13][CH3:14])=[O:11].[CH2:19]([C:21]1[CH2:22][C@H:23]2[C@@H:26]([CH:27]=1)[C:25](=O)[CH2:24]2)[CH3:20], predict the reaction product. The product is: [CH2:19]([C:21]1[CH2:27][C@H:26]2[C@@H:23]([CH:22]=1)[C:24](=[C:9]([C:10]([O:12][CH2:13][CH3:14])=[O:11])[C:8]([O:16][CH2:17][CH3:18])=[O:15])[CH2:25]2)[CH3:20].